From a dataset of NCI-60 drug combinations with 297,098 pairs across 59 cell lines. Regression. Given two drug SMILES strings and cell line genomic features, predict the synergy score measuring deviation from expected non-interaction effect. (1) Drug 1: C#CCC(CC1=CN=C2C(=N1)C(=NC(=N2)N)N)C3=CC=C(C=C3)C(=O)NC(CCC(=O)O)C(=O)O. Drug 2: CC(C)NC(=O)C1=CC=C(C=C1)CNNC.Cl. Cell line: NCI/ADR-RES. Synergy scores: CSS=-9.49, Synergy_ZIP=3.20, Synergy_Bliss=-1.99, Synergy_Loewe=-6.82, Synergy_HSA=-8.56. (2) Drug 1: C1=NC2=C(N1)C(=S)N=C(N2)N. Drug 2: CN(CCCl)CCCl.Cl. Cell line: HL-60(TB). Synergy scores: CSS=63.4, Synergy_ZIP=-7.22, Synergy_Bliss=-12.2, Synergy_Loewe=-13.9, Synergy_HSA=-12.3. (3) Drug 1: CN1CCC(CC1)COC2=C(C=C3C(=C2)N=CN=C3NC4=C(C=C(C=C4)Br)F)OC. Drug 2: COC1=C2C(=CC3=C1OC=C3)C=CC(=O)O2. Cell line: SNB-75. Synergy scores: CSS=8.81, Synergy_ZIP=-2.60, Synergy_Bliss=3.54, Synergy_Loewe=-4.22, Synergy_HSA=3.10.